Dataset: Forward reaction prediction with 1.9M reactions from USPTO patents (1976-2016). Task: Predict the product of the given reaction. (1) The product is: [N:35]1([CH2:42][CH2:41][NH:40][C:3](=[O:4])[NH:5][C:6]2[NH:10][C:9]3[CH:11]=[CH:12][C:13]([O:15][S:16]([C:19]4[CH:24]=[CH:23][C:22]([NH:25][CH2:26][CH:27]5[CH2:28][CH2:29]5)=[CH:21][CH:20]=4)(=[O:18])=[O:17])=[CH:14][C:8]=3[N:7]=2)[CH2:34][CH2:33][O:38][CH2:37][CH2:36]1. Given the reactants CO[C:3]([NH:5][C:6]1[NH:10][C:9]2[CH:11]=[CH:12][C:13]([O:15][S:16]([C:19]3[CH:24]=[CH:23][C:22]([NH:25][CH2:26][CH:27]4[CH2:29][CH2:28]4)=[CH:21][CH:20]=3)(=[O:18])=[O:17])=[CH:14][C:8]=2[N:7]=1)=[O:4].NCC[CH:33]1[O:38][CH2:37][CH2:36][NH:35][CH2:34]1.C[N:40]1CC[CH2:42][C:41]1=O, predict the reaction product. (2) Given the reactants C([O:3][C:4](=[O:40])[CH2:5][CH2:6][CH2:7][O:8][C:9]1[CH:14]=[CH:13][C:12]([C:15]([N:17]2[C:26]3[C:21](=[CH:22][CH:23]=[CH:24][CH:25]=3)[C@H:20]([N:27]([C:32]3[CH:37]=[CH:36][C:35]([Cl:38])=[CH:34][CH:33]=3)[C:28](=[O:31])[CH2:29][CH3:30])[CH2:19][C@@H:18]2[CH3:39])=[O:16])=[CH:11][CH:10]=1)C.C(=O)([O-])[O-].[K+].[K+], predict the reaction product. The product is: [Cl:38][C:35]1[CH:34]=[CH:33][C:32]([N:27]([C:28](=[O:31])[CH2:29][CH3:30])[C@H:20]2[C:21]3[C:26](=[CH:25][CH:24]=[CH:23][CH:22]=3)[N:17]([C:15]([C:12]3[CH:11]=[CH:10][C:9]([O:8][CH2:7][CH2:6][CH2:5][C:4]([OH:40])=[O:3])=[CH:14][CH:13]=3)=[O:16])[C@@H:18]([CH3:39])[CH2:19]2)=[CH:37][CH:36]=1. (3) The product is: [CH3:9][O:8][C:5]1[CH:6]=[CH:7][C:2]([N:15]([CH3:14])[CH2:16][CH:17]2[CH2:22][CH2:21][O:20][CH2:19][CH2:18]2)=[CH:3][C:4]=1[N+:10]([O-:12])=[O:11]. Given the reactants Br[C:2]1[CH:7]=[CH:6][C:5]([O:8][CH3:9])=[C:4]([N+:10]([O-:12])=[O:11])[CH:3]=1.Cl.[CH3:14][NH:15][CH2:16][CH:17]1[CH2:22][CH2:21][O:20][CH2:19][CH2:18]1.C1(P(C2CCCCC2)C2C=CC=CC=2C2C=CC=CC=2)CCCCC1.C(=O)([O-])[O-].[Cs+].[Cs+], predict the reaction product. (4) Given the reactants [CH3:1][N:2]1[C:10]2[C:5](=[CH:6][CH:7]=[CH:8][CH:9]=2)[C:4]([C:11]2[C:12](=[O:24])[NH:13][C:14](=[O:23])[C:15]=2[C:16]2[CH:21]=[CH:20][CH:19]=[C:18]([NH2:22])[CH:17]=2)=[CH:3]1.[Si:25]([O:32][CH2:33][CH2:34][CH:35]=O)([C:28]([CH3:31])([CH3:30])[CH3:29])([CH3:27])[CH3:26].[BH3-]C#N.[Na+], predict the reaction product. The product is: [CH3:1][N:2]1[C:10]2[C:5](=[CH:6][CH:7]=[CH:8][CH:9]=2)[C:4]([C:11]2[C:12](=[O:24])[NH:13][C:14](=[O:23])[C:15]=2[C:16]2[CH:21]=[CH:20][CH:19]=[C:18]([NH:22][CH2:35][CH2:34][CH2:33][O:32][Si:25]([C:28]([CH3:29])([CH3:31])[CH3:30])([CH3:26])[CH3:27])[CH:17]=2)=[CH:3]1. (5) Given the reactants Cl[CH:2]([Cl:4])C.[Cl:5][C:6]1[CH:7]=[C:8]([CH:12]=[C:13]([Cl:15])[CH:14]=1)[C:9](Cl)=[O:10].[O:16]1CCCOO1, predict the reaction product. The product is: [Cl:5][C:6]1[CH:7]=[C:8]([CH:12]=[C:13]([Cl:15])[CH:14]=1)[C:9]([O:16][CH2:2][Cl:4])=[O:10]. (6) Given the reactants C([O:4][CH2:5][CH2:6][C:7]1[CH:8]=[CH:9][CH:10]=[C:11]2[C:15]=1[N:14]([CH3:16])[CH:13]=[C:12]2[C:17](=[O:25])[CH2:18][C:19]1[CH:24]=[CH:23][CH:22]=[CH:21][CH:20]=1)(=O)C.[O-2].[Li+].[Li+], predict the reaction product. The product is: [OH:4][CH2:5][CH2:6][C:7]1[CH:8]=[CH:9][CH:10]=[C:11]2[C:15]=1[N:14]([CH3:16])[CH:13]=[C:12]2[C:17](=[O:25])[CH2:18][C:19]1[CH:24]=[CH:23][CH:22]=[CH:21][CH:20]=1. (7) Given the reactants Cl[C:2]1[CH:7]=[C:6]([Cl:8])[N:5]=[C:4]([NH2:9])[N:3]=1.[Cl:10][C:11]1[C:16]([CH3:17])=[CH:15][CH:14]=[CH:13][C:12]=1B(O)O.C(=O)([O-])[O-].[K+].[K+], predict the reaction product. The product is: [Cl:8][C:6]1[CH:7]=[C:2]([C:12]2[CH:13]=[CH:14][CH:15]=[C:16]([CH3:17])[C:11]=2[Cl:10])[N:3]=[C:4]([NH2:9])[N:5]=1. (8) Given the reactants [CH2:1]([N:8]1[C@H:13]([CH2:14][CH3:15])[CH2:12][O:11][C:10]([CH2:17][CH:18]=[O:19])([CH3:16])[C:9]1=[O:20])[C:2]1[CH:7]=[CH:6][CH:5]=[CH:4][CH:3]=1.[BH4-].[Na+].O, predict the reaction product. The product is: [CH2:1]([N:8]1[C@H:13]([CH2:14][CH3:15])[CH2:12][O:11][C:10]([CH2:17][CH2:18][OH:19])([CH3:16])[C:9]1=[O:20])[C:2]1[CH:3]=[CH:4][CH:5]=[CH:6][CH:7]=1. (9) Given the reactants [NH:1]([C:3]([CH:5]1[CH2:10][CH2:9][N:8]([C:11](OC(C)(C)C)=O)[CH2:7][CH2:6]1)=O)[NH2:2].[N:18]1[CH:23]=[CH:22][CH:21]=[CH:20][C:19]=1[C:24]#[N:25].[CH3:26][N:27]([CH3:52])[C:28]1[N:33]2[N:34]=[C:35]([CH3:37])[N:36]=[C:32]2[N:31]=[C:30]([C:38]2[CH:45]=[CH:44][C:41](C=O)=[CH:40][CH:39]=2)[C:29]=1[C:46]1[CH:51]=[CH:50][CH:49]=[CH:48][CH:47]=1.[BH-](OC(C)=O)(OC(C)=O)OC(C)=O.[Na+], predict the reaction product. The product is: [CH3:52][N:27]([CH3:26])[C:28]1[N:33]2[N:34]=[C:35]([CH3:37])[N:36]=[C:32]2[N:31]=[C:30]([C:38]2[CH:45]=[CH:44][C:41]([CH2:11][N:8]3[CH2:7][CH2:6][CH:5]([C:3]4[N:25]=[C:24]([C:19]5[CH:20]=[CH:21][CH:22]=[CH:23][N:18]=5)[NH:2][N:1]=4)[CH2:10][CH2:9]3)=[CH:40][CH:39]=2)[C:29]=1[C:46]1[CH:51]=[CH:50][CH:49]=[CH:48][CH:47]=1.